Dataset: Forward reaction prediction with 1.9M reactions from USPTO patents (1976-2016). Task: Predict the product of the given reaction. (1) Given the reactants Cl.Cl.Cl.[O:4]1[C:8]2=[C:9]([N:13]3[CH2:18][CH2:17][N:16]([CH2:19][CH2:20][C@H:21]4[CH2:26][CH2:25][C@H:24]([NH2:27])[CH2:23][CH2:22]4)[CH2:15][CH2:14]3)[N:10]=[CH:11][CH:12]=[C:7]2[CH2:6][CH2:5]1.[CH:28]1([CH2:31][C:32](O)=[O:33])[CH2:30][CH2:29]1, predict the reaction product. The product is: [CH:28]1([CH2:31][C:32]([NH:27][C@H:24]2[CH2:25][CH2:26][C@H:21]([CH2:20][CH2:19][N:16]3[CH2:17][CH2:18][N:13]([C:9]4[N:10]=[CH:11][CH:12]=[C:7]5[CH2:6][CH2:5][O:4][C:8]=45)[CH2:14][CH2:15]3)[CH2:22][CH2:23]2)=[O:33])[CH2:30][CH2:29]1. (2) The product is: [CH3:10][N:7]1[C:6]2[CH:11]=[C:2]([NH2:15])[CH:3]=[C:4]([CH3:12])[C:5]=2[N:9]=[N:8]1. Given the reactants Br[C:2]1[CH:3]=[C:4]([CH3:12])[C:5]2[N:9]=[N:8][N:7]([CH3:10])[C:6]=2[CH:11]=1.N.C[N:15]1C(=O)CCC1, predict the reaction product. (3) Given the reactants [F:1][C:2]1[C:3]([F:12])=[CH:4][C:5]2[S:9][C:8]([NH2:10])=[N:7][C:6]=2[CH:11]=1.[F:13][C:14]1[C:22]([F:23])=[CH:21][CH:20]=[C:19]([F:24])[C:15]=1[C:16](Cl)=[O:17].Br[CH:26]([CH2:31][CH3:32])[C:27]([O:29]C)=[O:28].COC1C=CC2N=C(N)SC=2C=1.ClC1C=C(C=CC=1)C(Cl)=O.BrCC(OCC)=O, predict the reaction product. The product is: [F:1][C:2]1[C:3]([F:12])=[CH:4][C:5]2[S:9][C:8](=[N:10][C:16](=[O:17])[C:15]3[C:19]([F:24])=[CH:20][CH:21]=[C:22]([F:23])[C:14]=3[F:13])[N:7]([CH:26]([CH2:31][CH3:32])[C:27]([OH:29])=[O:28])[C:6]=2[CH:11]=1. (4) Given the reactants [CH3:1][C:2]([CH3:57])([CH2:10][C:11]([O:13][C@H:14]1[CH2:31][CH2:30][C@@:29]2([CH3:32])[C@@H:16]([CH2:17][CH2:18][C@:19]3([CH3:54])[C@@H:28]2[CH2:27][CH2:26][C@H:25]2[C@@:20]3([CH3:53])[CH2:21][CH2:22][C@@:23]3(/[CH:39]=[CH:40]/[C:41]([NH:43][C@H:44]([C:46]4[CH:51]=[CH:50][CH:49]=[C:48]([Cl:52])[CH:47]=4)[CH3:45])=[O:42])[CH2:35][CH2:34][C:33]([CH:36]([CH3:38])[CH3:37])=[C:24]32)[C:15]1([CH3:56])[CH3:55])=[O:12])[C:3]([O:5]C(C)(C)C)=[O:4].C(O)(C(F)(F)F)=O, predict the reaction product. The product is: [Cl:52][C:48]1[CH:47]=[C:46]([C@@H:44]([NH:43][C:41](=[O:42])/[CH:40]=[CH:39]/[C@:23]23[CH2:35][CH2:34][C:33]([CH:36]([CH3:38])[CH3:37])=[C:24]2[C@@H:25]2[C@@:20]([CH3:53])([CH2:21][CH2:22]3)[C@@:19]3([CH3:54])[C@@H:28]([C@:29]4([CH3:32])[C@@H:16]([CH2:17][CH2:18]3)[C:15]([CH3:55])([CH3:56])[C@@H:14]([O:13][C:11](=[O:12])[CH2:10][C:2]([CH3:1])([CH3:57])[C:3]([OH:5])=[O:4])[CH2:31][CH2:30]4)[CH2:27][CH2:26]2)[CH3:45])[CH:51]=[CH:50][CH:49]=1. (5) Given the reactants [CH3:1][CH:2]([CH3:5])[C:3]#[CH:4].[Li]CCCC.[I:11][C:12]1[CH:17]=[CH:16][CH:15]=[CH:14][C:13]=1[N:18]=[C:19]=[O:20], predict the reaction product. The product is: [I:11][C:12]1[CH:17]=[CH:16][CH:15]=[CH:14][C:13]=1[NH:18][C:19](=[O:20])[C:4]#[C:3][CH:2]([CH3:5])[CH3:1]. (6) Given the reactants [Br:1][C:2]1[CH:3]=[C:4]([CH:11]=[CH:12][N:13]=1)[C:5](N(OC)C)=[O:6].[CH3:14][Mg]Br.C(OCC)(=O)C.[Cl-].[Na+], predict the reaction product. The product is: [Br:1][C:2]1[CH:3]=[C:4]([C:5](=[O:6])[CH3:14])[CH:11]=[CH:12][N:13]=1.